Dataset: Catalyst prediction with 721,799 reactions and 888 catalyst types from USPTO. Task: Predict which catalyst facilitates the given reaction. Reactant: [OH:1][C:2]1[CH:9]=[C:8]([O:10][CH3:11])[CH:7]=[CH:6][C:3]=1[CH:4]=[O:5].[Br:12]Br. Product: [Br:12][C:7]1[C:8]([O:10][CH3:11])=[CH:9][C:2]([OH:1])=[C:3]([CH:6]=1)[CH:4]=[O:5]. The catalyst class is: 2.